This data is from Peptide-MHC class I binding affinity with 185,985 pairs from IEDB/IMGT. The task is: Regression. Given a peptide amino acid sequence and an MHC pseudo amino acid sequence, predict their binding affinity value. This is MHC class I binding data. (1) The peptide sequence is WTDLYTSMS. The MHC is HLA-A30:01 with pseudo-sequence HLA-A30:01. The binding affinity (normalized) is 0.0847. (2) The peptide sequence is NYLRKRVMF. The MHC is HLA-A30:02 with pseudo-sequence HLA-A30:02. The binding affinity (normalized) is 0.157. (3) The peptide sequence is YSSHELWHF. The MHC is HLA-B18:01 with pseudo-sequence HLA-B18:01. The binding affinity (normalized) is 0.0847. (4) The peptide sequence is RDALGRTAL. The MHC is HLA-B40:01 with pseudo-sequence HLA-B40:01. The binding affinity (normalized) is 0.430.